From a dataset of Reaction yield outcomes from USPTO patents with 853,638 reactions. Predict the reaction yield, written as a fraction of the theoretical maximum amount of product (1.0 means a 100% yield; for example, 0.34 means a 34% yield). (1) The reactants are [CH3:1][S:2][C:3]1[CH:11]=[C:10]2[C:6]([CH:7]=[CH:8][N:9]2S(C2C=CC=CC=2)(=O)=O)=[CH:5][CH:4]=1.[Li]CCCC.[CH:26](=[O:30])[CH:27]([CH3:29])[CH3:28]. The catalyst is C1COCC1. The product is [CH3:28][CH:27]([CH3:29])[C:26]([C:8]1[NH:9][C:10]2[C:6]([CH:7]=1)=[CH:5][CH:4]=[C:3]([S:2][CH3:1])[CH:11]=2)=[O:30]. The yield is 0.643. (2) The reactants are [Si]([O:8][C@@H:9]1[C@@:34]2([CH3:35])[C:13](=[CH:14][CH:15]=[C:16]3[C@@H:33]2[CH2:32][CH2:31][C@@:30]2([CH3:36])[C@H:17]3[CH2:18][CH:19]=[C:20]2[C@H:21]([O:23][CH2:24][CH2:25][C:26]([OH:29])([CH3:28])[CH3:27])[CH3:22])[CH2:12][C@@H:11]([O:37][Si](C(C)(C)C)(C)C)[CH2:10]1)(C(C)(C)C)(C)C.[F-].C([N+](CCCC)(CCCC)CCCC)CCC. The catalyst is O1CCCC1.C(OCC)(=O)C. The product is [OH:8][C@@H:9]1[C@@:34]2([CH3:35])[C:13](=[CH:14][CH:15]=[C:16]3[C@@H:33]2[CH2:32][CH2:31][C@@:30]2([CH3:36])[C@H:17]3[CH2:18][CH:19]=[C:20]2[C@H:21]([O:23][CH2:24][CH2:25][C:26]([OH:29])([CH3:27])[CH3:28])[CH3:22])[CH2:12][C@@H:11]([OH:37])[CH2:10]1. The yield is 0.740. (3) The product is [C:21]([C:20]1[CH:23]=[CH:24][C:25]([C:2]2[CH:3]=[N:4][N:5]([C:9]3[CH:17]=[CH:16][C:12]([C:13]([OH:15])=[O:14])=[CH:11][N:10]=3)[C:6]=2[O:7][CH3:8])=[C:26]([CH3:27])[C:19]=1[F:18])#[N:22]. The yield is 0.465. The catalyst is CC(P(C(C)(C)C)[C]1[CH][CH][CH][CH]1)(C)C.CC(P(C(C)(C)C)[C]1[CH][CH][CH][CH]1)(C)C.Cl[Pd]Cl.[Fe].O. The reactants are Br[C:2]1[CH:3]=[N:4][N:5]([C:9]2[CH:17]=[CH:16][C:12]([C:13]([OH:15])=[O:14])=[CH:11][N:10]=2)[C:6]=1[O:7][CH3:8].[F:18][C:19]1[C:26]([CH3:27])=[C:25](B2OC(C)(C)C(C)(C)O2)[CH:24]=[CH:23][C:20]=1[C:21]#[N:22].C1COCC1.C(=O)([O-])[O-].[Na+].[Na+].